Dataset: Catalyst prediction with 721,799 reactions and 888 catalyst types from USPTO. Task: Predict which catalyst facilitates the given reaction. (1) Reactant: C(OC([N:8]1[CH2:13][CH2:12][CH:11]([C:14]2[C:23]3[C:18](=[CH:19][CH:20]=[C:21]([F:24])[CH:22]=3)[CH:17]=[C:16]([CH2:25][C:26]([O:28][CH3:29])=[O:27])[C:15]=2[CH3:30])[CH2:10][CH2:9]1)=O)(C)(C)C.[F:31][C:32]([F:37])([F:36])[C:33]([OH:35])=[O:34]. Product: [F:31][C:32]([F:37])([F:36])[C:33]([OH:35])=[O:34].[CH3:29][O:28][C:26](=[O:27])[CH2:25][C:16]1[C:15]([CH3:30])=[C:14]([CH:11]2[CH2:10][CH2:9][NH:8][CH2:13][CH2:12]2)[C:23]2[C:18](=[CH:19][CH:20]=[C:21]([F:24])[CH:22]=2)[CH:17]=1. The catalyst class is: 4. (2) Reactant: Cl[C:2]1[N:7]=[N:6][C:5]([C:8]([OH:10])=[O:9])=[CH:4][CH:3]=1.[Cl:11][C:12]1[CH:18]=[CH:17][C:15]([NH2:16])=[CH:14][CH:13]=1. Product: [Cl:11][C:12]1[CH:18]=[CH:17][C:15]([NH:16][C:2]2[N:7]=[N:6][C:5]([C:8]([OH:10])=[O:9])=[CH:4][CH:3]=2)=[CH:14][CH:13]=1. The catalyst class is: 843.